From a dataset of Reaction yield outcomes from USPTO patents with 853,638 reactions. Predict the reaction yield, written as a fraction of the theoretical maximum amount of product (1.0 means a 100% yield; for example, 0.34 means a 34% yield). (1) The reactants are BrC1C=C(OC)C=C(OC)C=1.O1C2C=CC(C(C3C=C(OC)C=C(OC)C=3)=CC#N)=CC=2OC1.O1C2C=CC(C=O)=CC=2OC1.C([Li])CCC.[O:51]1[C:56]2[CH:57]=[CH:58][C:59]([CH:61]([C:63]3[CH:68]=[C:67]([O:69][CH3:70])[CH:66]=[C:65]([O:71][CH3:72])[CH:64]=3)[OH:62])=[CH:60][C:55]=2[O:54][CH2:53]C1. No catalyst specified. The product is [O:51]1[C:56]2[CH:57]=[CH:58][C:59]([CH:61]([C:63]3[CH:68]=[C:67]([O:69][CH3:70])[CH:66]=[C:65]([O:71][CH3:72])[CH:64]=3)[OH:62])=[CH:60][C:55]=2[O:54][CH2:53]1. The yield is 0.810. (2) The reactants are [NH2:1][C:2]1[CH:7]=[CH:6][CH:5]=[CH:4][C:3]=1[S:8]([NH2:11])(=[O:10])=[O:9].[Br:12][C:13]1[N:18]=[CH:17][C:16](/[CH:19]=[CH:20]/[S:21](Cl)(=[O:23])=[O:22])=[CH:15][CH:14]=1. No catalyst specified. The product is [Br:12][C:13]1[N:18]=[CH:17][C:16](/[CH:19]=[CH:20]/[S:21]([NH:1][C:2]2[CH:7]=[CH:6][CH:5]=[CH:4][C:3]=2[S:8]([NH2:11])(=[O:9])=[O:10])(=[O:23])=[O:22])=[CH:15][CH:14]=1. The yield is 0.690. (3) The reactants are [CH2:1]([C:8]1[N:9]=[N:10][C:11](Cl)=[C:12]([CH3:15])[C:13]=1[CH3:14])[C:2]1[CH:7]=[CH:6][CH:5]=[CH:4][CH:3]=1.[CH2:17]([O:19][C:20]([C:22]1([CH3:28])[CH2:27][CH2:26][NH:25][CH2:24][CH2:23]1)=[O:21])[CH3:18].CCN(C(C)C)C(C)C. The catalyst is CN1C(=O)CCC1. The product is [CH2:17]([O:19][C:20]([C:22]1([CH3:28])[CH2:27][CH2:26][N:25]([C:11]2[N:10]=[N:9][C:8]([CH2:1][C:2]3[CH:7]=[CH:6][CH:5]=[CH:4][CH:3]=3)=[C:13]([CH3:14])[C:12]=2[CH3:15])[CH2:24][CH2:23]1)=[O:21])[CH3:18]. The yield is 0.410. (4) The reactants are [F:1][C:2]1[CH:10]=[C:9]([F:11])[CH:8]=[C:7]2[C:3]=1[CH:4]=[CH:5][NH:6]2.[C:12]([O:16][CH3:17])(=[O:15])[CH2:13][SH:14].II.[I-].[K+]. The catalyst is CO.O. The product is [F:1][C:2]1[CH:10]=[C:9]([F:11])[CH:8]=[C:7]2[C:3]=1[C:4]([S:14][CH2:13][C:12]([O:16][CH3:17])=[O:15])=[CH:5][NH:6]2. The yield is 0.190.